From a dataset of Forward reaction prediction with 1.9M reactions from USPTO patents (1976-2016). Predict the product of the given reaction. (1) Given the reactants [NH2:1][C:2]1[CH:3]=[CH:4][CH:5]=[C:6]2[C:11]=1[N:10]=[CH:9][CH:8]=[CH:7]2.[F:12][C:13]([F:25])([F:24])[C:14]1[CH:15]=[C:16]([S:20](Cl)(=[O:22])=[O:21])[CH:17]=[CH:18][CH:19]=1, predict the reaction product. The product is: [N:10]1[C:11]2[C:6](=[CH:5][CH:4]=[CH:3][C:2]=2[NH:1][S:20]([C:16]2[CH:17]=[CH:18][CH:19]=[C:14]([C:13]([F:12])([F:24])[F:25])[CH:15]=2)(=[O:22])=[O:21])[CH:7]=[CH:8][CH:9]=1. (2) Given the reactants Br[CH2:2][CH2:3][CH2:4][C:5]1[CH:6]=[N:7][CH:8]=[CH:9][CH:10]=1.[CH3:11][C:12]1[CH:13]=[CH:14][CH:15]=[C:16]2[C:20]=1[NH:19][CH:18]=[CH:17]2, predict the reaction product. The product is: [CH3:11][C:12]1[CH:13]=[CH:14][CH:15]=[C:16]2[C:20]=1[N:19]([CH2:2][CH2:3][CH2:4][C:5]1[CH:6]=[N:7][CH:8]=[CH:9][CH:10]=1)[CH:18]=[CH:17]2. (3) Given the reactants [Cl:1][C:2]1[CH:3]=[C:4]([NH:16][C:17]2[C:26]3[C:21](=[CH:22][CH:23]=[CH:24][C:25]=3[O:27][C@@H:28]([CH3:33])[C:29](OC)=[O:30])[N:20]=[CH:19][N:18]=2)[CH:5]=[CH:6][C:7]=1[O:8][CH2:9][C:10]1[CH:15]=[CH:14][CH:13]=[CH:12][N:11]=1.[CH3:34][NH:35][CH2:36][CH2:37][OH:38], predict the reaction product. The product is: [Cl:1][C:2]1[CH:3]=[C:4]([NH:16][C:17]2[C:26]3[C:21](=[CH:22][CH:23]=[CH:24][C:25]=3[O:27][C@@H:28]([CH3:33])[C:29]([N:35]([CH2:36][CH2:37][OH:38])[CH3:34])=[O:30])[N:20]=[CH:19][N:18]=2)[CH:5]=[CH:6][C:7]=1[O:8][CH2:9][C:10]1[CH:15]=[CH:14][CH:13]=[CH:12][N:11]=1.